This data is from CYP2D6 inhibition data for predicting drug metabolism from PubChem BioAssay. The task is: Regression/Classification. Given a drug SMILES string, predict its absorption, distribution, metabolism, or excretion properties. Task type varies by dataset: regression for continuous measurements (e.g., permeability, clearance, half-life) or binary classification for categorical outcomes (e.g., BBB penetration, CYP inhibition). Dataset: cyp2d6_veith. (1) The compound is CN(C)CC[C@H](c1ccc(Cl)cc1)c1ccccn1. The result is 1 (inhibitor). (2) The drug is COc1ccc(-c2noc(C3CCCN(C(=O)c4ccccc4OC)C3)n2)cc1OC. The result is 0 (non-inhibitor). (3) The compound is CCC(CC)C(=O)Nc1cccc(/C(C)=N/NC(=O)c2c(Br)cnn2C)c1. The result is 0 (non-inhibitor). (4) The molecule is Cc1ccc(SCCNC(=O)c2ccccc2)cc1. The result is 0 (non-inhibitor). (5) The drug is O=c1[nH]cc(CS(=O)(=O)Cc2c[nH]c(=O)[nH]c2=O)c(=O)[nH]1. The result is 0 (non-inhibitor). (6) The molecule is COc1ccc(NC(=O)COC(=O)CCCc2c[nH]c3ccccc23)cc1OC. The result is 0 (non-inhibitor). (7) The drug is C/C(CCN1CCCc2nc(C)c(C)cc21)=N\OC[C@@H](C)[C@H](OCc1ccccc1)C(C)C. The result is 0 (non-inhibitor).